Predict the product of the given reaction. From a dataset of Forward reaction prediction with 1.9M reactions from USPTO patents (1976-2016). (1) Given the reactants [CH3:1][C:2]1[CH:7]=[CH:6][N:5]=[CH:4][C:3]=1[C:8]#[N:9].[Cl-].[OH:11][NH3+:12].C(N(CC)CC)C, predict the reaction product. The product is: [OH:11][N:12]=[C:8]([C:3]1[CH:4]=[N:5][CH:6]=[CH:7][C:2]=1[CH3:1])[NH2:9]. (2) Given the reactants [C:1]([C:3]1[CH:8]=[CH:7][C:6](B(O)O)=[CH:5][CH:4]=1)#[N:2].Br[C:13]1[CH:14]=[C:15]([CH:33]=[CH:34][C:35]=1[CH3:36])[C:16]([NH:18][C:19]1[CH:20]=[N:21][C:22]([N:25]2[CH2:30][CH:29]([CH3:31])[O:28][CH:27]([CH3:32])[CH2:26]2)=[CH:23][CH:24]=1)=[O:17].C([O-])([O-])=O.[Na+].[Na+].C1(C)C=CC=CC=1, predict the reaction product. The product is: [CH3:32][CH:27]1[O:28][CH:29]([CH3:31])[CH2:30][N:25]([C:22]2[N:21]=[CH:20][C:19]([NH:18][C:16]([C:15]3[CH:14]=[C:13]([C:6]4[CH:7]=[CH:8][C:3]([C:1]#[N:2])=[CH:4][CH:5]=4)[C:35]([CH3:36])=[CH:34][CH:33]=3)=[O:17])=[CH:24][CH:23]=2)[CH2:26]1.